Dataset: Peptide-MHC class II binding affinity with 134,281 pairs from IEDB. Task: Regression. Given a peptide amino acid sequence and an MHC pseudo amino acid sequence, predict their binding affinity value. This is MHC class II binding data. The peptide sequence is IDDRFANALLALNDMGK. The MHC is DRB5_0101 with pseudo-sequence DRB5_0101. The binding affinity (normalized) is 0.430.